This data is from Retrosynthesis with 50K atom-mapped reactions and 10 reaction types from USPTO. The task is: Predict the reactants needed to synthesize the given product. Given the product CN(C)C=Nc1ccncc1OC(=O)Nc1ccccc1, predict the reactants needed to synthesize it. The reactants are: CN(C)C=Nc1ccncc1O.O=C=Nc1ccccc1.